From a dataset of Full USPTO retrosynthesis dataset with 1.9M reactions from patents (1976-2016). Predict the reactants needed to synthesize the given product. (1) Given the product [CH3:8][O:7][CH2:6][CH2:5][CH2:4][CH2:3][C@@:2]([C:9]1[CH:14]=[CH:13][CH:12]=[CH:11][C:10]=1[O:15][C:16]1[CH:21]=[CH:20][CH:19]=[CH:18][CH:17]=1)([C@@H:22]1[CH2:27][CH2:26][CH2:25][NH:24][CH2:23]1)[OH:1], predict the reactants needed to synthesize it. The reactants are: [OH:1][C@@:2]([C@@H:22]1[CH2:27][CH2:26][CH2:25][N:24](C(OC(C)(C)C)=O)[CH2:23]1)([C:9]1[CH:14]=[CH:13][CH:12]=[CH:11][C:10]=1[O:15][C:16]1[CH:21]=[CH:20][CH:19]=[CH:18][CH:17]=1)[CH2:3][CH2:4][CH2:5][CH2:6][O:7][CH3:8].Cl.[OH-].[Na+]. (2) Given the product [F:55][C:53]1[CH:54]=[C:49]([CH:50]=[C:51]([F:56])[CH:52]=1)[CH2:48][C@H:34]([NH:33][C:9](=[O:11])[C:8]1[CH:12]=[C:13]([CH3:15])[N:14]=[C:6]([N:5]([CH2:2][CH2:3][CH3:4])[CH2:16][CH2:17][CH3:18])[CH:7]=1)[C@H:35]([OH:47])[CH2:36][NH:37][CH2:38][C:39]1[CH:44]=[CH:43][CH:42]=[C:41]([CH2:45][CH3:46])[CH:40]=1, predict the reactants needed to synthesize it. The reactants are: Cl.[CH2:2]([N:5]([CH2:16][CH2:17][CH3:18])[C:6]1[CH:7]=[C:8]([CH:12]=[C:13]([CH3:15])[N:14]=1)[C:9]([OH:11])=O)[CH2:3][CH3:4].C1N=CN(C(N2C=NC=C2)=O)C=1.Cl.Cl.[NH2:33][C@@H:34]([CH2:48][C:49]1[CH:54]=[C:53]([F:55])[CH:52]=[C:51]([F:56])[CH:50]=1)[C@H:35]([OH:47])[CH2:36][NH:37][CH2:38][C:39]1[CH:44]=[CH:43][CH:42]=[C:41]([CH2:45][CH3:46])[CH:40]=1. (3) Given the product [CH:13]([C:2]1[CH:10]=[C:9]2[C:5]([C:6]([CH:11]=[O:12])=[CH:7][NH:8]2)=[CH:4][CH:3]=1)=[CH2:14], predict the reactants needed to synthesize it. The reactants are: Br[C:2]1[CH:10]=[C:9]2[C:5]([C:6]([CH:11]=[O:12])=[CH:7][NH:8]2)=[CH:4][CH:3]=1.[CH:13]([B-](F)(F)F)=[CH2:14].[K+].C1C=CC(P(C2C=CC=CC=2)C2C=CC=CC=2)=CC=1.C([O-])([O-])=O.[Cs+].[Cs+]. (4) Given the product [CH:1]1([N:4]([S:42]([C:39]2[CH:40]=[CH:41][C:36]([F:35])=[CH:37][CH:38]=2)(=[O:44])=[O:43])[CH2:5][C:6]([NH:8][CH2:9][C:10]2[CH:11]=[C:12]([C:16]3[CH:17]=[CH:18][C:19]([C:22]([F:23])([F:24])[F:25])=[CH:20][CH:21]=3)[CH:13]=[CH:14][CH:15]=2)=[O:7])[CH2:2][CH2:3]1, predict the reactants needed to synthesize it. The reactants are: [CH:1]1([NH:4][CH2:5][C:6]([NH:8][CH2:9][C:10]2[CH:11]=[C:12]([C:16]3[CH:21]=[CH:20][C:19]([C:22]([F:25])([F:24])[F:23])=[CH:18][CH:17]=3)[CH:13]=[CH:14][CH:15]=2)=[O:7])[CH2:3][CH2:2]1.C(N(CC)C(C)C)(C)C.[F:35][C:36]1[CH:41]=[CH:40][C:39]([S:42](Cl)(=[O:44])=[O:43])=[CH:38][CH:37]=1.C(OCC)(=O)C. (5) Given the product [CH2:20]([N:3]([CH2:1][CH3:2])[CH2:4][CH2:5][O:6][C:7]1[CH:12]=[CH:11][C:10]([NH2:13])=[CH:9][C:8]=1[N+:17]([O-:19])=[O:18])[CH3:21], predict the reactants needed to synthesize it. The reactants are: [CH2:1]([N:3]([CH2:20][CH3:21])[CH2:4][CH2:5][O:6][C:7]1[CH:12]=[CH:11][C:10]([NH:13]C(=O)C)=[CH:9][C:8]=1[N+:17]([O-:19])=[O:18])[CH3:2].N. (6) Given the product [CH3:17][C@H:15]1[CH2:14][C@H:13]([CH3:18])[O:12][C:11]2([CH2:19][CH2:20][NH:8][CH2:9][C@H:10]2[CH3:21])[O:16]1, predict the reactants needed to synthesize it. The reactants are: C([N:8]1[CH2:20][CH2:19][C:11]2([O:16][C@@H:15]([CH3:17])[CH2:14][C@H:13]([CH3:18])[O:12]2)[C@H:10]([CH3:21])[CH2:9]1)C1C=CC=CC=1.[H][H].